From a dataset of NCI-60 drug combinations with 297,098 pairs across 59 cell lines. Regression. Given two drug SMILES strings and cell line genomic features, predict the synergy score measuring deviation from expected non-interaction effect. (1) Drug 1: COC1=CC(=CC(=C1O)OC)C2C3C(COC3=O)C(C4=CC5=C(C=C24)OCO5)OC6C(C(C7C(O6)COC(O7)C8=CC=CS8)O)O. Drug 2: C1C(C(OC1N2C=NC3=C(N=C(N=C32)Cl)N)CO)O. Cell line: UO-31. Synergy scores: CSS=13.7, Synergy_ZIP=-4.93, Synergy_Bliss=-1.37, Synergy_Loewe=1.11, Synergy_HSA=1.16. (2) Drug 1: C1=NC2=C(N1)C(=S)N=CN2. Drug 2: CC1C(C(CC(O1)OC2CC(CC3=C2C(=C4C(=C3O)C(=O)C5=CC=CC=C5C4=O)O)(C(=O)C)O)N)O. Cell line: RPMI-8226. Synergy scores: CSS=39.7, Synergy_ZIP=-9.14, Synergy_Bliss=-6.58, Synergy_Loewe=-15.3, Synergy_HSA=-3.39. (3) Drug 1: CC1=C2C(C(=O)C3(C(CC4C(C3C(C(C2(C)C)(CC1OC(=O)C(C(C5=CC=CC=C5)NC(=O)C6=CC=CC=C6)O)O)OC(=O)C7=CC=CC=C7)(CO4)OC(=O)C)O)C)OC(=O)C. Drug 2: CC1C(C(CC(O1)OC2CC(CC3=C2C(=C4C(=C3O)C(=O)C5=C(C4=O)C(=CC=C5)OC)O)(C(=O)CO)O)N)O.Cl. Cell line: TK-10. Synergy scores: CSS=32.5, Synergy_ZIP=-4.84, Synergy_Bliss=-1.15, Synergy_Loewe=1.26, Synergy_HSA=2.02. (4) Drug 1: CC1=C2C(C(=O)C3(C(CC4C(C3C(C(C2(C)C)(CC1OC(=O)C(C(C5=CC=CC=C5)NC(=O)C6=CC=CC=C6)O)O)OC(=O)C7=CC=CC=C7)(CO4)OC(=O)C)O)C)OC(=O)C. Drug 2: CC(C)(C#N)C1=CC(=CC(=C1)CN2C=NC=N2)C(C)(C)C#N. Cell line: COLO 205. Synergy scores: CSS=-8.45, Synergy_ZIP=2.13, Synergy_Bliss=-3.90, Synergy_Loewe=-7.73, Synergy_HSA=-7.83. (5) Drug 1: CC1=C2C(C(=O)C3(C(CC4C(C3C(C(C2(C)C)(CC1OC(=O)C(C(C5=CC=CC=C5)NC(=O)C6=CC=CC=C6)O)O)OC(=O)C7=CC=CC=C7)(CO4)OC(=O)C)O)C)OC(=O)C. Drug 2: CC1(CCCN1)C2=NC3=C(C=CC=C3N2)C(=O)N. Cell line: NCI-H460. Synergy scores: CSS=58.5, Synergy_ZIP=4.68, Synergy_Bliss=1.11, Synergy_Loewe=-62.1, Synergy_HSA=2.65. (6) Synergy scores: CSS=17.6, Synergy_ZIP=-7.68, Synergy_Bliss=0.903, Synergy_Loewe=-7.07, Synergy_HSA=-1.05. Drug 1: C1CCC(C1)C(CC#N)N2C=C(C=N2)C3=C4C=CNC4=NC=N3. Cell line: MALME-3M. Drug 2: C1=NC2=C(N1)C(=S)N=C(N2)N. (7) Drug 1: CN1C(=O)N2C=NC(=C2N=N1)C(=O)N. Drug 2: CC1=C(C(=CC=C1)Cl)NC(=O)C2=CN=C(S2)NC3=CC(=NC(=N3)C)N4CCN(CC4)CCO. Cell line: SNB-19. Synergy scores: CSS=5.52, Synergy_ZIP=-0.684, Synergy_Bliss=-2.10, Synergy_Loewe=-1.76, Synergy_HSA=-3.02. (8) Drug 1: C1CCN(CC1)CCOC2=CC=C(C=C2)C(=O)C3=C(SC4=C3C=CC(=C4)O)C5=CC=C(C=C5)O. Drug 2: CC1=C(C(=O)C2=C(C1=O)N3CC4C(C3(C2COC(=O)N)OC)N4)N. Synergy scores: CSS=36.8, Synergy_ZIP=-1.01, Synergy_Bliss=-2.62, Synergy_Loewe=-22.0, Synergy_HSA=-2.06. Cell line: U251. (9) Drug 2: C1CNP(=O)(OC1)N(CCCl)CCCl. Synergy scores: CSS=33.5, Synergy_ZIP=6.84, Synergy_Bliss=8.37, Synergy_Loewe=-26.1, Synergy_HSA=7.49. Cell line: RPMI-8226. Drug 1: CC1C(C(CC(O1)OC2CC(CC3=C2C(=C4C(=C3O)C(=O)C5=C(C4=O)C(=CC=C5)OC)O)(C(=O)C)O)N)O.Cl.